From a dataset of Forward reaction prediction with 1.9M reactions from USPTO patents (1976-2016). Predict the product of the given reaction. (1) The product is: [Cl:25][C:15]1[CH:16]=[C:17]([N+:22]([O-:24])=[O:23])[C:18]([O:20][CH3:21])=[CH:19][C:14]=1[CH2:13][CH2:12][NH:11][C:9](=[O:10])[CH2:8][N:1]1[CH2:6][CH2:5][O:4][CH2:3][CH2:2]1. Given the reactants [NH:1]1[CH2:6][CH2:5][O:4][CH2:3][CH2:2]1.Cl[CH2:8][C:9]([NH:11][CH2:12][CH2:13][C:14]1[CH:19]=[C:18]([O:20][CH3:21])[C:17]([N+:22]([O-:24])=[O:23])=[CH:16][C:15]=1[Cl:25])=[O:10].C(=O)([O-])[O-].[K+].[K+].O, predict the reaction product. (2) Given the reactants CCCCCC.C([Li])CCC.C1COCC1.[CH:17]1[C:25]2[C:24]3[CH:26]=[CH:27][CH:28]=[CH:29][C:23]=3[O:22][C:21]=2[CH:20]=[CH:19][CH:18]=1.[Br:30]CCBr, predict the reaction product. The product is: [Br:30][C:17]1[C:25]2[C:24]3[CH:26]=[CH:27][CH:28]=[CH:29][C:23]=3[O:22][C:21]=2[CH:20]=[CH:19][CH:18]=1. (3) The product is: [Br:17][C:11]1[C:12](=[O:14])[NH:13][C:8]([NH:7][C:1]2[CH:2]=[CH:3][CH:4]=[CH:5][CH:6]=2)=[N:9][CH:10]=1. Given the reactants [C:1]1([NH:7][C:8]2[NH:13][C:12](=[O:14])[CH:11]=[CH:10][N:9]=2)[CH:6]=[CH:5][CH:4]=[CH:3][CH:2]=1.CO.[Br:17]Br, predict the reaction product. (4) Given the reactants [C:1]([O:5][C:6](=[O:22])[N:7]([C@H:11]1[CH2:20][CH2:19][C:18]2[C:13](=[CH:14][CH:15]=[C:16]([NH2:21])[CH:17]=2)[CH2:12]1)[CH2:8][CH2:9][CH3:10])([CH3:4])([CH3:3])[CH3:2].CN(C1C=CC=CN=1)C.[F:32][C:33]([F:46])([F:45])[CH2:34][C:35]1[CH:40]=[CH:39][C:38]([S:41](Cl)(=[O:43])=[O:42])=[CH:37][CH:36]=1, predict the reaction product. The product is: [C:1]([O:5][C:6](=[O:22])[N:7]([CH2:8][CH2:9][CH3:10])[C@H:11]1[CH2:20][CH2:19][C:18]2[C:13](=[CH:14][CH:15]=[C:16]([NH:21][S:41]([C:38]3[CH:37]=[CH:36][C:35]([CH2:34][C:33]([F:32])([F:45])[F:46])=[CH:40][CH:39]=3)(=[O:43])=[O:42])[CH:17]=2)[CH2:12]1)([CH3:2])([CH3:3])[CH3:4].